Dataset: Reaction yield outcomes from USPTO patents with 853,638 reactions. Task: Predict the reaction yield, written as a fraction of the theoretical maximum amount of product (1.0 means a 100% yield; for example, 0.34 means a 34% yield). (1) The reactants are C(OC([N:8]1[CH2:11][CH:10]([O:12][C:13]2[N:14]([CH:40]([CH3:42])[CH3:41])[C:15]3[CH:20]=[C:19]([NH:21][C:22]4[CH:27]=[CH:26][N:25]=[C:24]([C:28]5[CH:29]=[N:30][N:31]([S:33]([CH:36]6[CH2:38][CH2:37]6)(=[O:35])=[O:34])[CH:32]=5)[N:23]=4)[N:18]=[CH:17][C:16]=3[N:39]=2)[CH2:9]1)=O)(C)(C)C.FC(F)(F)C(O)=O.C(=O)(O)[O-].[Na+]. The catalyst is ClCCl. The product is [NH:8]1[CH2:11][CH:10]([O:12][C:13]2[N:14]([CH:40]([CH3:42])[CH3:41])[C:15]3[CH:20]=[C:19]([NH:21][C:22]4[CH:27]=[CH:26][N:25]=[C:24]([C:28]5[CH:29]=[N:30][N:31]([S:33]([CH:36]6[CH2:37][CH2:38]6)(=[O:35])=[O:34])[CH:32]=5)[N:23]=4)[N:18]=[CH:17][C:16]=3[N:39]=2)[CH2:9]1. The yield is 0.110. (2) The reactants are [NH2:1][C:2]1[C:3]([Cl:12])=[C:4]([C:8]([Cl:11])=[CH:9][CH:10]=1)[C:5]([OH:7])=[O:6].C(N(CC)CC)C.[CH2:20]([S:23](Cl)(=[O:25])=[O:24])[CH2:21][CH3:22]. The catalyst is ClCCl. The product is [Cl:12][C:3]1[C:2]([NH:1][S:23]([CH2:20][CH2:21][CH3:22])(=[O:25])=[O:24])=[CH:10][CH:9]=[C:8]([Cl:11])[C:4]=1[C:5]([OH:7])=[O:6]. The yield is 0.744. (3) The reactants are [CH3:1][O:2][C:3]([C:5]1[S:6][C:7]([C:24]#[C:25][C:26]([CH3:29])([CH3:28])[CH3:27])=[CH:8][C:9]=1[NH:10][C:11]1[CH:16]=[CH:15][C:14]([O:17][C:18]2[CH:23]=[CH:22][CH:21]=[CH:20][N:19]=2)=[CH:13][CH:12]=1)=[O:4].C[Si]([N-][Si](C)(C)C)(C)C.[K+].[CH3:40][C@H:41]1[CH2:46][CH2:45][C@H:44]([C:47](Cl)=[O:48])[CH2:43][CH2:42]1. The catalyst is C1COCC1. The product is [CH3:1][O:2][C:3]([C:5]1[S:6][C:7]([C:24]#[C:25][C:26]([CH3:29])([CH3:28])[CH3:27])=[CH:8][C:9]=1[N:10]([C:47]([CH:44]1[CH2:45][CH2:46][CH:41]([CH3:40])[CH2:42][CH2:43]1)=[O:48])[C:11]1[CH:12]=[CH:13][C:14]([O:17][C:18]2[CH:23]=[CH:22][CH:21]=[CH:20][N:19]=2)=[CH:15][CH:16]=1)=[O:4]. The yield is 0.600. (4) The reactants are [CH3:1][C:2]1[N:7]=[C:6]2[CH:8]=[C:9]([Si:11]([CH3:14])([CH3:13])[CH3:12])[O:10][C:5]2=[CH:4][CH:3]=1.[Se](=O)=[O:16]. The catalyst is ClC1C=CC=CC=1Cl. The product is [CH3:14][Si:11]([CH3:13])([CH3:12])[C:9]1[O:10][C:5]2[C:6](=[N:7][C:2]([CH:1]=[O:16])=[CH:3][CH:4]=2)[CH:8]=1. The yield is 0.200. (5) The catalyst is C(Cl)(Cl)Cl. The yield is 0.400. The product is [CH3:4][C:2]([C:5]1[CH:6]=[CH:7][C:8]([CH2:11][N:12]2[C:17](=[O:18])[C:16]([C:36]([NH:35][CH2:38][C:39]([OH:41])=[O:40])=[O:37])=[C:15]([OH:19])[N:14]([C:20]3[S:21][CH:22]=[CH:23][CH:24]=3)[C:13]2=[O:25])=[CH:9][CH:10]=1)([CH3:1])[CH3:3]. The reactants are [CH3:1][C:2]([C:5]1[CH:10]=[CH:9][C:8]([CH2:11][N:12]2[C:17](=[O:18])[CH2:16][C:15](=[O:19])[N:14]([C:20]3[S:21][CH:22]=[CH:23][CH:24]=3)[C:13]2=[O:25])=[CH:7][CH:6]=1)([CH3:4])[CH3:3].C(N(C(C)C)CC)(C)C.[N:35]([CH2:38][C:39]([O:41]CC)=[O:40])=[C:36]=[O:37]. (6) The reactants are [CH:1]([C:3]1[NH:7][CH:6]=[C:5]([C:8]([O:10][CH2:11][CH3:12])=[O:9])[C:4]=1[C:13]1[CH:18]=[CH:17][CH:16]=[CH:15][C:14]=1[N+:19]([O-:21])=[O:20])=O.Cl.[NH2:23]O.C(OC(=O)C)(=O)C. The catalyst is N1C=CC=CC=1. The product is [C:1]([C:3]1[NH:7][CH:6]=[C:5]([C:8]([O:10][CH2:11][CH3:12])=[O:9])[C:4]=1[C:13]1[CH:18]=[CH:17][CH:16]=[CH:15][C:14]=1[N+:19]([O-:21])=[O:20])#[N:23]. The yield is 0.780. (7) The reactants are [NH2:1][C:2]1[C:3]([C:9]([O:11]CC)=[O:10])=[N:4][C:5]([Cl:8])=[N:6][CH:7]=1.O.[OH-].[Li+].Cl. The catalyst is C1COCC1. The product is [NH2:1][C:2]1[C:3]([C:9]([OH:11])=[O:10])=[N:4][C:5]([Cl:8])=[N:6][CH:7]=1. The yield is 0.600. (8) The reactants are Cl[C:2]1[CH:3]=[C:4]([C:8]2([CH3:18])[NH:13][C:12](=[O:14])[CH2:11][N:10]3[N:15]=[CH:16][CH:17]=[C:9]23)[CH:5]=[CH:6][CH:7]=1.[N:19]1[CH:24]=[C:23](B(O)O)[CH:22]=[N:21][CH:20]=1.C1(P(C2CCCCC2)C2C=CC=CC=2C2C(OC)=CC=CC=2OC)CCCCC1.P([O-])([O-])([O-])=O.[K+].[K+].[K+]. The catalyst is C1(C)C=CC=CC=1.CCO.C([O-])(=O)C.[Pd+2].C([O-])(=O)C. The product is [CH3:18][C:8]1([C:4]2[CH:5]=[CH:6][CH:7]=[C:2]([C:23]3[CH:24]=[N:19][CH:20]=[N:21][CH:22]=3)[CH:3]=2)[NH:13][C:12](=[O:14])[CH2:11][N:10]2[N:15]=[CH:16][CH:17]=[C:9]12. The yield is 0.590.